Dataset: Forward reaction prediction with 1.9M reactions from USPTO patents (1976-2016). Task: Predict the product of the given reaction. (1) Given the reactants [NH2:1][CH2:2][C:3]1[CH:4]=[C:5]2[C:9](=[CH:10][CH:11]=1)[C:8](=[O:12])[N:7]([CH:13]1[CH2:18][CH2:17][C:16](=[O:19])[NH:15][C:14]1=[O:20])[CH2:6]2.S(O)(=O)(=O)C.[Br:26][C:27]1[CH:28]=[C:29]([C:38]([F:43])([F:42])[C:39](O)=[O:40])[CH:30]=[CH:31][C:32]=1[O:33][C:34]([F:37])([F:36])[F:35].C(N(C(C)C)CC)(C)C.F[P-](F)(F)(F)(F)F.CN(C(N(C)C)=[N+]1C2C(=NC=CC=2)[N+]([O-])=N1)C, predict the reaction product. The product is: [Br:26][C:27]1[CH:28]=[C:29]([C:38]([F:42])([F:43])[C:39]([NH:1][CH2:2][C:3]2[CH:4]=[C:5]3[C:9](=[CH:10][CH:11]=2)[C:8](=[O:12])[N:7]([CH:13]2[CH2:18][CH2:17][C:16](=[O:19])[NH:15][C:14]2=[O:20])[CH2:6]3)=[O:40])[CH:30]=[CH:31][C:32]=1[O:33][C:34]([F:36])([F:37])[F:35]. (2) The product is: [CH3:1][O:2][CH:3]([O:28][CH3:29])[C:4]1[CH:5]=[C:6]([C:13]([C:16]2[CH:21]=[CH:20][CH:19]=[CH:18][CH:17]=2)=[O:32])[CH:7]=[CH:8][C:9]=1[N+:10]([O-:12])=[O:11]. Given the reactants [CH3:1][O:2][CH:3]([O:28][CH3:29])[C:4]1[CH:5]=[C:6]([C:13](N2CCOCC2)([C:16]2[CH:21]=[CH:20][CH:19]=[CH:18][CH:17]=2)C#N)[CH:7]=[CH:8][C:9]=1[N+:10]([O-:12])=[O:11].CC(O)=[O:32], predict the reaction product. (3) Given the reactants [NH2:1][C:2]1[CH:11]=[CH:10][CH:9]=[CH:8][C:3]=1[C:4]([O:6][CH3:7])=[O:5].C(N(CC)CC)C.[CH3:19][S:20](Cl)(=[O:22])=[O:21], predict the reaction product. The product is: [CH3:19][S:20]([NH:1][C:2]1[CH:11]=[CH:10][CH:9]=[CH:8][C:3]=1[C:4]([O:6][CH3:7])=[O:5])(=[O:22])=[O:21]. (4) The product is: [CH3:1][O:2][C:3]1[CH:4]=[CH:5][C:6]2[N:7]([CH:11]=[C:12]([C:14]3[CH:19]=[CH:18][C:17]([CH3:20])=[C:16]([N+:21]([O-:23])=[O:22])[CH:15]=3)[N:9]=2)[N:8]=1. Given the reactants [CH3:1][O:2][C:3]1[N:8]=[N:7][C:6]([NH2:9])=[CH:5][CH:4]=1.Br[CH2:11][C:12]([C:14]1[CH:19]=[CH:18][C:17]([CH3:20])=[C:16]([N+:21]([O-:23])=[O:22])[CH:15]=1)=O, predict the reaction product.